Dataset: Catalyst prediction with 721,799 reactions and 888 catalyst types from USPTO. Task: Predict which catalyst facilitates the given reaction. (1) The catalyst class is: 8. Reactant: C[O:2][C:3]1[C:8]([CH2:9][N:10]2[CH2:15][CH2:14][CH:13]([CH2:16][CH2:17][C:18]3[CH:23]=[CH:22][CH:21]=[CH:20][C:19]=3[CH3:24])[CH2:12][CH2:11]2)=[CH:7][CH:6]=[CH:5][N:4]=1.Cl.CO. Product: [O:2]=[C:3]1[C:8]([CH2:9][N:10]2[CH2:11][CH2:12][CH:13]([CH2:16][CH2:17][C:18]3[CH:23]=[CH:22][CH:21]=[CH:20][C:19]=3[CH3:24])[CH2:14][CH2:15]2)=[CH:7][CH:6]=[CH:5][NH:4]1. (2) Product: [Si:14]([O:8][C:5]1[CH:6]=[CH:7][C:2]([NH2:1])=[CH:3][CH:4]=1)([C:17]([CH3:20])([CH3:19])[CH3:18])([CH3:16])[CH3:15]. Reactant: [NH2:1][C:2]1[CH:7]=[CH:6][C:5]([OH:8])=[CH:4][CH:3]=1.N1C=CN=C1.[Si:14](Cl)([C:17]([CH3:20])([CH3:19])[CH3:18])([CH3:16])[CH3:15].O. The catalyst class is: 1. (3) Reactant: Cl[CH2:2][C:3]([NH:5][C:6]1[CH:11]=[CH:10][C:9]([CH3:12])=[C:8]([N+:13]([O-:15])=[O:14])[CH:7]=1)=[O:4].C(=O)([O-])[O-].[K+].[K+].[NH:22]1[CH2:26][CH2:25][CH2:24][CH2:23]1. Product: [CH3:12][C:9]1[CH:10]=[CH:11][C:6]([NH:5][C:3](=[O:4])[CH2:2][N:22]2[CH2:26][CH2:25][CH2:24][CH2:23]2)=[CH:7][C:8]=1[N+:13]([O-:15])=[O:14]. The catalyst class is: 1. (4) Reactant: C(OC([N:8]1[CH2:15][C@H:14]2[N:16](C(OC(C)(C)C)=O)[C@H:10]([CH2:11][C@H:12]([C:39]3[CH:44]=[CH:43][C:42]([CH2:45][CH2:46][CH2:47][O:48][C:49]4[C:54]([F:55])=[CH:53][CH:52]=[C:51]([F:56])[C:50]=4[Cl:57])=[CH:41][CH:40]=3)[C@H:13]2[C:24](=[O:38])[N:25]([CH:35]2[CH2:37][CH2:36]2)[CH2:26][C:27]2[CH:32]=[CH:31][CH:30]=[C:29]([Cl:33])[C:28]=2[Cl:34])[CH2:9]1)=O)(C)(C)C.Cl. Product: [CH:35]1([N:25]([CH2:26][C:27]2[CH:32]=[CH:31][CH:30]=[C:29]([Cl:33])[C:28]=2[Cl:34])[C:24]([C@@H:13]2[C@@H:12]([C:39]3[CH:44]=[CH:43][C:42]([CH2:45][CH2:46][CH2:47][O:48][C:49]4[C:54]([F:55])=[CH:53][CH:52]=[C:51]([F:56])[C:50]=4[Cl:57])=[CH:41][CH:40]=3)[CH2:11][C@H:10]3[NH:16][C@@H:14]2[CH2:15][NH:8][CH2:9]3)=[O:38])[CH2:37][CH2:36]1. The catalyst class is: 2. (5) Reactant: [OH:1][C:2]1[CH:3]=[C:4]([C:9]2[CH:16]=[CH:15][C:12]([C:13]#[N:14])=[CH:11][CH:10]=2)[CH:5]=[N:6][C:7]=1[OH:8].CN(C=O)C.[N-:22]=[N+:23]=[N-:24].[Na+]. Product: [NH:22]1[C:13]([C:12]2[CH:15]=[CH:16][C:9]([C:4]3[CH:3]=[C:2]([OH:1])[C:7](=[O:8])[NH:6][CH:5]=3)=[CH:10][CH:11]=2)=[N:14][N:24]=[N:23]1. The catalyst class is: 52. (6) Reactant: [CH3:1][O:2][C:3]1[CH:4]=[CH:5][C:6]2[NH:12][C:11](=[O:13])[N:10]([CH:14]3[CH2:19][CH2:18][NH:17][CH2:16][CH2:15]3)[CH2:9][CH2:8][C:7]=2[CH:20]=1.[Cl:21][C:22]1[N:23]=[N:24][C:25](Cl)=[CH:26][C:27]=1[C:28]([C:30]1[CH:39]=[C:38]([CH3:40])[C:33]2[NH:34][C:35](=[O:37])[O:36][C:32]=2[CH:31]=1)=[O:29].CCN(C(C)C)C(C)C.C(O)=O. Product: [Cl:21][C:22]1[N:23]=[N:24][C:25]([N:17]2[CH2:18][CH2:19][CH:14]([N:10]3[CH2:9][CH2:8][C:7]4[CH:20]=[C:3]([O:2][CH3:1])[CH:4]=[CH:5][C:6]=4[NH:12][C:11]3=[O:13])[CH2:15][CH2:16]2)=[CH:26][C:27]=1[C:28]([C:30]1[CH:39]=[C:38]([CH3:40])[C:33]2[NH:34][C:35](=[O:37])[O:36][C:32]=2[CH:31]=1)=[O:29]. The catalyst class is: 18. (7) Reactant: [CH2:1]([N:8]1[C:16]2[C:11](=[CH:12][CH:13]=[C:14]([C:17]3[CH:22]=[CH:21][C:20]([OH:23])=[CH:19][CH:18]=3)[CH:15]=2)[C:10]([CH3:24])=[C:9]1[C:25]1[CH:30]=[CH:29][CH:28]=[CH:27][CH:26]=1)[C:2]1[CH:7]=[CH:6][CH:5]=[CH:4][CH:3]=1.C([O-])([O-])=O.[K+].[K+].Br[CH2:38][C:39]#[N:40]. The catalyst class is: 21. Product: [CH2:1]([N:8]1[C:16]2[C:11](=[CH:12][CH:13]=[C:14]([C:17]3[CH:22]=[CH:21][C:20]([O:23][CH2:38][C:39]#[N:40])=[CH:19][CH:18]=3)[CH:15]=2)[C:10]([CH3:24])=[C:9]1[C:25]1[CH:30]=[CH:29][CH:28]=[CH:27][CH:26]=1)[C:2]1[CH:3]=[CH:4][CH:5]=[CH:6][CH:7]=1. (8) Reactant: [Br:1][C:2]1[C:7]([OH:8])=[CH:6][CH:5]=[CH:4][N:3]=1.C(=O)([O-])[O-].[K+].[K+].Cl.Cl[CH2:17][C:18]1[CH:23]=[C:22]([CH3:24])[CH:21]=[CH:20][N:19]=1. Product: [Br:1][C:2]1[C:7]([O:8][CH2:17][C:18]2[CH:23]=[C:22]([CH3:24])[CH:21]=[CH:20][N:19]=2)=[CH:6][CH:5]=[CH:4][N:3]=1. The catalyst class is: 3. (9) Product: [Cl:12][C:10]1[C:9]2[C:4](=[CH:5][CH:6]=[C:7]([O:13][C:14]([F:17])([F:16])[F:15])[CH:8]=2)[N:3]=[C:2]([N:21]2[CH2:22][C:23]3[CH:28]=[CH:27][CH:26]=[CH:25][C:24]=3[S:18](=[O:30])(=[O:29])[CH2:19][CH2:20]2)[CH:11]=1. Reactant: Cl[C:2]1[CH:11]=[C:10]([Cl:12])[C:9]2[C:4](=[CH:5][CH:6]=[C:7]([O:13][C:14]([F:17])([F:16])[F:15])[CH:8]=2)[N:3]=1.[S:18]1(=[O:30])(=[O:29])[C:24]2[CH:25]=[CH:26][CH:27]=[CH:28][C:23]=2[CH2:22][NH:21][CH2:20][CH2:19]1. The catalyst class is: 51. (10) Product: [Br:11][C:12]1[CH:13]=[CH:14][C:15]([NH:16][S:17]([C:20]2[C:21](=[O:22])[O:10][C:3]3[C:4]([CH:5]=2)=[CH:7][CH:8]=[CH:9][C:2]=3[Cl:1])(=[O:19])=[O:18])=[CH:24][CH:25]=1. The catalyst class is: 15. Reactant: [Cl:1][C:2]1[CH:9]=[CH:8][CH:7]=[C:4]([CH:5]=O)[C:3]=1[OH:10].[Br:11][C:12]1[CH:25]=[CH:24][C:15]([NH:16][S:17]([CH2:20][C:21](O)=[O:22])(=[O:19])=[O:18])=[CH:14][CH:13]=1.